This data is from Full USPTO retrosynthesis dataset with 1.9M reactions from patents (1976-2016). The task is: Predict the reactants needed to synthesize the given product. (1) Given the product [CH2:22]([C:24]1[CH:25]=[CH:26][C:27]([S:30]([NH:1][CH:2]2[CH2:3][CH2:4][N:5]([C:8]([O:10][C:11]([CH3:14])([CH3:13])[CH3:12])=[O:9])[CH2:6][CH2:7]2)(=[O:32])=[O:31])=[CH:28][CH:29]=1)[CH3:23], predict the reactants needed to synthesize it. The reactants are: [NH2:1][CH:2]1[CH2:7][CH2:6][N:5]([C:8]([O:10][C:11]([CH3:14])([CH3:13])[CH3:12])=[O:9])[CH2:4][CH2:3]1.C(N(CC)CC)C.[CH2:22]([C:24]1[CH:29]=[CH:28][C:27]([S:30](Cl)(=[O:32])=[O:31])=[CH:26][CH:25]=1)[CH3:23]. (2) Given the product [Br:1][C:2]1[CH:3]=[C:4]([C:5]([C:15]2[C:19]3[CH:20]=[N:21][CH:22]=[CH:23][C:18]=3[N:17]([CH2:24][CH2:25][O:26][CH:27]3[CH2:32][CH2:31][CH2:30][CH2:29][O:28]3)[CH:16]=2)=[O:6])[CH:11]=[CH:12][N:13]=1, predict the reactants needed to synthesize it. The reactants are: [Br:1][C:2]1[CH:3]=[C:4]([CH:11]=[CH:12][N:13]=1)[C:5](N(OC)C)=[O:6].I[C:15]1[C:19]2[CH:20]=[N:21][CH:22]=[CH:23][C:18]=2[N:17]([CH2:24][CH2:25][O:26][CH:27]2[CH2:32][CH2:31][CH2:30][CH2:29][O:28]2)[CH:16]=1. (3) Given the product [N:21]1[CH:22]=[CH:23][CH:24]=[CH:25][C:20]=1[C:16]1[CH:15]=[C:14]([C:13]2[O:26][C:2]3[C:3]([C:4]([O:6][CH3:7])=[O:5])=[CH:8][CH:9]=[CH:10][C:11]=3[N:12]=2)[CH:19]=[CH:18][CH:17]=1, predict the reactants needed to synthesize it. The reactants are: O[C:2]1[C:11]([NH:12][C:13](=[O:26])[C:14]2[CH:19]=[CH:18][CH:17]=[C:16]([C:20]3[CH:25]=[CH:24][CH:23]=[CH:22][N:21]=3)[CH:15]=2)=[CH:10][CH:9]=[CH:8][C:3]=1[C:4]([O:6][CH3:7])=[O:5].CC1C=CC(S(O)(=O)=O)=CC=1. (4) Given the product [OH:11][C:4]1[CH:3]=[C:2]([NH:1][CH2:32][C:31]2[CH:34]=[CH:35][CH:36]=[C:29]([N+:26]([O-:28])=[O:27])[CH:30]=2)[CH:10]=[CH:9][C:5]=1[C:6]([OH:8])=[O:7], predict the reactants needed to synthesize it. The reactants are: [NH2:1][C:2]1[CH:3]=[C:4]([OH:11])[C:5](=[CH:9][CH:10]=1)[C:6]([OH:8])=[O:7].C(O[BH-](OC(=O)C)OC(=O)C)(=O)C.[Na+].[N+:26]([C:29]1[CH:30]=[C:31]([CH:34]=[CH:35][CH:36]=1)[CH:32]=O)([O-:28])=[O:27].[OH-].[Na+]. (5) Given the product [C:1]([O:5][C:6](=[O:19])[CH2:7][C:8]1[CH:13]=[CH:12][C:11]([CH2:14][Br:20])=[CH:10][C:9]=1[O:15][C:16]([CH3:18])=[O:17])([CH3:4])([CH3:2])[CH3:3], predict the reactants needed to synthesize it. The reactants are: [C:1]([O:5][C:6](=[O:19])[CH2:7][C:8]1[CH:13]=[CH:12][C:11]([CH3:14])=[CH:10][C:9]=1[O:15][C:16]([CH3:18])=[O:17])([CH3:4])([CH3:3])[CH3:2].[Br:20]N1C(=O)CCC1=O. (6) Given the product [CH2:14]([O:13][CH:11]1[CH2:12][NH:8][CH:9]([CH2:21][C:22]([NH:23][CH:24]2[C:33]3[C:28](=[CH:29][C:30]([CH2:34][OH:35])=[CH:31][CH:32]=3)[CH2:27][CH2:26][CH2:25]2)=[O:36])[CH2:10]1)[C:15]1[CH:20]=[CH:19][CH:18]=[CH:17][CH:16]=1, predict the reactants needed to synthesize it. The reactants are: C(OC([N:8]1[CH2:12][CH:11]([O:13][CH2:14][C:15]2[CH:20]=[CH:19][CH:18]=[CH:17][CH:16]=2)[CH2:10][CH:9]1[CH2:21][C:22](=[O:36])[NH:23][CH:24]1[C:33]2[C:28](=[CH:29][C:30]([CH2:34][OH:35])=[CH:31][CH:32]=2)[CH2:27][CH2:26][CH2:25]1)=O)(C)(C)C.C(O)(C(F)(F)F)=O. (7) Given the product [CH2:1]([C:7]1[CH:8]=[C:9]2[C:14](=[C:15]([O:17][CH:18]3[CH2:23][CH2:22][NH:21][CH2:20][CH2:19]3)[CH:16]=1)[N:13]=[CH:12][CH:11]=[CH:10]2)[CH2:2][CH2:3][CH2:4][CH2:5][CH3:6], predict the reactants needed to synthesize it. The reactants are: [CH2:1]([C:7]1[CH:8]=[C:9]2[C:14](=[C:15]([O:17][CH:18]3[CH2:23][CH2:22][N:21](C(OC(C)(C)C)=O)[CH2:20][CH2:19]3)[CH:16]=1)[N:13]=[CH:12][CH:11]=[CH:10]2)[CH2:2][CH2:3][CH2:4][CH2:5][CH3:6].C(O)(C(F)(F)F)=O. (8) Given the product [F:1][C:2]1[CH:3]=[C:4]([C@H:13]([NH:17][C:18]([N:20]2[CH2:25][C:24](=[O:26])[NH:23][C:22]3[CH:27]=[C:28]([CH3:31])[CH:29]=[N:30][C:21]2=3)=[O:19])[CH2:14][O:15][CH3:16])[CH:5]=[CH:6][C:7]=1[O:8][C:9]([F:11])([F:12])[F:10], predict the reactants needed to synthesize it. The reactants are: [F:1][C:2]1[CH:3]=[C:4]([CH:13]([NH:17][C:18]([N:20]2[CH2:25][C:24](=[O:26])[NH:23][C:22]3[CH:27]=[C:28]([CH3:31])[CH:29]=[N:30][C:21]2=3)=[O:19])[CH2:14][O:15][CH3:16])[CH:5]=[CH:6][C:7]=1[O:8][C:9]([F:12])([F:11])[F:10].C(=O)=O.CO. (9) Given the product [NH2:7][C@@H:8]([CH2:13][C:14]1[CH:15]=[CH:16][C:17]([NH:20][C:24]2[CH:29]=[C:28]([C:30]3[CH:35]=[CH:34][CH:33]=[CH:32][CH:31]=3)[N:27]=[CH:26][N:25]=2)=[CH:18][CH:19]=1)[C@H:9]([OH:12])[CH2:10][Cl:11], predict the reactants needed to synthesize it. The reactants are: C(OC(=O)[NH:7][C@@H:8]([CH2:13][C:14]1[CH:19]=[CH:18][C:17]([NH2:20])=[CH:16][CH:15]=1)[C@H:9]([OH:12])[CH2:10][Cl:11])(C)(C)C.Cl.Cl[C:24]1[CH:29]=[C:28]([C:30]2[CH:35]=[CH:34][CH:33]=[CH:32][CH:31]=2)[N:27]=[CH:26][N:25]=1. (10) The reactants are: [Cl:1]N1C(=O)CCC1=O.[CH3:9][O:10][C:11]1[CH:16]=[CH:15][C:14]([CH2:17][CH2:18][CH:19]=[O:20])=[CH:13][CH:12]=1.ClCCl. Given the product [Cl:1][CH:18]([CH2:17][C:14]1[CH:15]=[CH:16][C:11]([O:10][CH3:9])=[CH:12][CH:13]=1)[CH:19]=[O:20], predict the reactants needed to synthesize it.